Dataset: Catalyst prediction with 721,799 reactions and 888 catalyst types from USPTO. Task: Predict which catalyst facilitates the given reaction. (1) Reactant: [Cl:1][C:2]1[CH:29]=[C:28]([C:30]2[CH2:35][CH2:34][C:33](=[O:36])[NH:32][N:31]=2)[CH:27]=[CH:26][C:3]=1[O:4][CH2:5][C:6]([NH:8][CH2:9][CH2:10][NH:11][C:12](=[O:25])[CH2:13][C:14]1[CH:19]=[CH:18][C:17]([O:20][CH2:21][C@@H:22]2[CH2:24][O:23]2)=[CH:16][CH:15]=1)=[O:7].[CH:37]([NH2:40])([CH3:39])[CH3:38]. Product: [Cl:1][C:2]1[CH:29]=[C:28]([C:30]2[CH2:35][CH2:34][C:33](=[O:36])[NH:32][N:31]=2)[CH:27]=[CH:26][C:3]=1[O:4][CH2:5][C:6]([NH:8][CH2:9][CH2:10][NH:11][C:12](=[O:25])[CH2:13][C:14]1[CH:19]=[CH:18][C:17]([O:20][CH2:21][C@@H:22]([OH:23])[CH2:24][NH:40][CH:37]([CH3:39])[CH3:38])=[CH:16][CH:15]=1)=[O:7]. The catalyst class is: 8. (2) Reactant: C(N(CC)CC)C.[F:8][C:9]1[CH:14]=[CH:13][C:12]([S:15](Cl)(=[O:17])=[O:16])=[CH:11][CH:10]=1.Cl.Cl.[Cl:21][C:22]1[CH:23]=[C:24]([CH:47]=[CH:48][C:49]=1[Cl:50])[CH2:25][N:26]1[CH2:31][CH2:30][N:29]([CH2:32][C@@H:33]([NH:37]C(=O)C2C=CC(C)=CC=2)[CH:34]([CH3:36])[CH3:35])[CH2:28][CH2:27]1. Product: [Cl:21][C:22]1[CH:23]=[C:24]([CH:47]=[CH:48][C:49]=1[Cl:50])[CH2:25][N:26]1[CH2:31][CH2:30][N:29]([CH2:32][C@H:33]([NH:37][S:15]([C:12]2[CH:13]=[CH:14][C:9]([F:8])=[CH:10][CH:11]=2)(=[O:17])=[O:16])[CH:34]([CH3:36])[CH3:35])[CH2:28][CH2:27]1. The catalyst class is: 2.